This data is from Catalyst prediction with 721,799 reactions and 888 catalyst types from USPTO. The task is: Predict which catalyst facilitates the given reaction. (1) Reactant: [NH2:1][C:2]1[N:7]=[CH:6][C:5]([C:8]2[CH:9]=[N:10][N:11]([CH2:13][C:14]([OH:16])=O)[CH:12]=2)=[CH:4][C:3]=1[C:17]1[S:18][C:19]2[CH:25]=[CH:24][CH:23]=[CH:22][C:20]=2[N:21]=1.[NH:26]1[CH2:31][CH2:30][O:29][CH2:28][CH2:27]1.CN(C(ON1N=NC2C=CC=CC1=2)=[N+](C)C)C.[B-](F)(F)(F)F.CCN(C(C)C)C(C)C.CN(C=O)C. Product: [NH2:1][C:2]1[N:7]=[CH:6][C:5]([C:8]2[CH:9]=[N:10][N:11]([CH2:13][C:14]([N:26]3[CH2:31][CH2:30][O:29][CH2:28][CH2:27]3)=[O:16])[CH:12]=2)=[CH:4][C:3]=1[C:17]1[S:18][C:19]2[CH:25]=[CH:24][CH:23]=[CH:22][C:20]=2[N:21]=1. The catalyst class is: 25. (2) Reactant: [F:1][C:2]1[CH:3]=[CH:4][C:5]([O:37]C)=[C:6]([C:8]([CH3:36])([CH3:35])[CH2:9][C:10]([C:31]([F:34])([F:33])[F:32])([OH:30])[CH2:11][NH:12][C:13]2[CH:22]=[CH:21][CH:20]=[C:19]3[C:14]=2[CH:15]=[CH:16][C:17]([CH2:23][N:24]2[CH2:29][CH2:28][O:27][CH2:26][CH2:25]2)=[N:18]3)[CH:7]=1.B(Br)(Br)Br. Product: [F:1][C:2]1[CH:3]=[CH:4][C:5]([OH:37])=[C:6]([C:8]([CH3:35])([CH3:36])[CH2:9][C:10]([C:31]([F:32])([F:34])[F:33])([OH:30])[CH2:11][NH:12][C:13]2[CH:22]=[CH:21][CH:20]=[C:19]3[C:14]=2[CH:15]=[CH:16][C:17]([CH2:23][N:24]2[CH2:29][CH2:28][O:27][CH2:26][CH2:25]2)=[N:18]3)[CH:7]=1. The catalyst class is: 4.